Dataset: Full USPTO retrosynthesis dataset with 1.9M reactions from patents (1976-2016). Task: Predict the reactants needed to synthesize the given product. (1) The reactants are: [Cl:1][C:2]1[CH:3]=[CH:4][C:5]([N+:9]([O-:11])=[O:10])=[C:6]([NH2:8])[CH:7]=1.C1C(=O)N([Br:19])C(=O)C1. Given the product [Br:19][C:3]1[C:2]([Cl:1])=[CH:7][C:6]([NH2:8])=[C:5]([N+:9]([O-:11])=[O:10])[CH:4]=1, predict the reactants needed to synthesize it. (2) The reactants are: FC(F)(F)S([O:6][S:7]([C:10]([F:13])([F:12])[F:11])(=[O:9])=[O:8])(=O)=O.[F:16][C:17]([F:25])([C:21]([F:24])([F:23])[F:22])[CH2:18][CH2:19]O. Given the product [F:13][C:10]([F:11])([F:12])[S:7]([O:6][CH2:19][CH2:18][C:17]([F:25])([F:16])[C:21]([F:24])([F:23])[F:22])(=[O:8])=[O:9], predict the reactants needed to synthesize it. (3) Given the product [O:32]=[C:26]1[CH:25]([N:18]2[C:17](=[O:33])[C:16]3[C:20](=[CH:21][CH:22]=[CH:23][C:15]=3[CH2:14][NH:13][C:39](=[O:40])[CH2:38][C:34]([CH3:37])([CH3:36])[CH3:35])[C:19]2=[O:24])[CH2:30][CH2:29][C:28](=[O:31])[NH:27]1, predict the reactants needed to synthesize it. The reactants are: N12CCCN=C1CCCCC2.Cl.[NH2:13][CH2:14][C:15]1[CH:23]=[CH:22][CH:21]=[C:20]2[C:16]=1[C:17](=[O:33])[N:18]([CH:25]1[CH2:30][CH2:29][C:28](=[O:31])[NH:27][C:26]1=[O:32])[C:19]2=[O:24].[C:34]([CH2:38][C:39](Cl)=[O:40])([CH3:37])([CH3:36])[CH3:35]. (4) Given the product [C:47]([N:19]1[CH2:20][CH2:21][CH:16]([C:13]2[N:12]=[C:11]([NH:10][C:7]3[CH:6]=[C:5]([O:22][C:23]4[CH:24]=[C:25]([CH:34]=[CH:35][C:36]=4[Cl:37])[C:26]([NH:28][CH2:29][CH2:30][N:31]([CH3:33])[CH3:32])=[O:27])[C:4]([Br:3])=[CH:9][N:8]=3)[S:15][N:14]=2)[CH2:17][CH2:18]1)(=[O:49])[CH3:48], predict the reactants needed to synthesize it. The reactants are: Cl.Cl.[Br:3][C:4]1[C:5]([O:22][C:23]2[CH:24]=[C:25]([CH:34]=[CH:35][C:36]=2[Cl:37])[C:26]([NH:28][CH2:29][CH2:30][N:31]([CH3:33])[CH3:32])=[O:27])=[CH:6][C:7]([NH:10][C:11]2[S:15][N:14]=[C:13]([CH:16]3[CH2:21][CH2:20][NH:19][CH2:18][CH2:17]3)[N:12]=2)=[N:8][CH:9]=1.CCN(C(C)C)C(C)C.[C:47](Cl)(=[O:49])[CH3:48]. (5) Given the product [C:33]([C:20]1[CH:21]=[N:22][C:23]2[C:28]([C:19]=1[N:16]1[CH2:17][CH2:18][CH:14]([NH:13][C:1]([NH:8][C:12]3[CH:11]=[CH:45][C:39]([O:38][CH:35]([CH3:37])[CH3:36])=[CH:40][CH:41]=3)=[O:2])[CH2:15]1)=[CH:27][C:26]([O:29][CH3:30])=[C:25]([O:31][CH3:32])[CH:24]=2)#[N:34], predict the reactants needed to synthesize it. The reactants are: [C:1]([N:8]1[CH:12]=[CH:11]N=C1)(N1C=CN=C1)=[O:2].[NH2:13][CH:14]1[CH2:18][CH2:17][N:16]([C:19]2[C:28]3[C:23](=[CH:24][C:25]([O:31][CH3:32])=[C:26]([O:29][CH3:30])[CH:27]=3)[N:22]=[CH:21][C:20]=2[C:33]#[N:34])[CH2:15]1.[CH:35]([O:38][C:39]1[CH:45]=CC(N)=[CH:41][CH:40]=1)([CH3:37])[CH3:36]. (6) Given the product [CH3:1][O:2][CH2:3][CH:4]([CH3:35])[O:5][C:6]1[CH:7]=[C:8]([O:24][C:25]2[CH:26]=[N:27][C:28]([S:31]([CH3:34])(=[O:33])=[O:32])=[CH:29][CH:30]=2)[CH:9]=[C:10]2[C:14]=1[NH:13][C:12]([C:15]1[S:16][CH:17]([CH2:20][C:21]([NH2:39])=[O:22])[CH2:18][N:19]=1)=[CH:11]2, predict the reactants needed to synthesize it. The reactants are: [CH3:1][O:2][CH2:3][CH:4]([CH3:35])[O:5][C:6]1[CH:7]=[C:8]([O:24][C:25]2[CH:26]=[N:27][C:28]([S:31]([CH3:34])(=[O:33])=[O:32])=[CH:29][CH:30]=2)[CH:9]=[C:10]2[C:14]=1[NH:13][C:12]([C:15]1[S:16][CH:17]([CH2:20][C:21](O)=[O:22])[CH2:18][N:19]=1)=[CH:11]2.Cl.C([N:39]=C=NCCCN(C)C)C.ON1C2C=CC=CC=2N=N1.[OH-].[NH4+]. (7) Given the product [N:31]1([CH2:30][C@H:19]2[CH2:20][C@@H:21]3[C@:26]([CH3:27])([CH2:25][CH2:24][CH2:23][C:22]3([CH3:29])[CH3:28])[C@@H:17]([C:15]([C:9]3[CH:10]=[C:11]([OH:13])[CH:12]=[C:7]([OH:6])[CH:8]=3)=[O:16])[C@@H:18]2[CH3:36])[CH:35]=[CH:34][N:33]=[CH:32]1, predict the reactants needed to synthesize it. The reactants are: B(Br)(Br)Br.C[O:6][C:7]1[CH:8]=[C:9]([C:15]([C@@H:17]2[C@:26]3([CH3:27])[C@H:21]([C:22]([CH3:29])([CH3:28])[CH2:23][CH2:24][CH2:25]3)[CH2:20][C@H:19]([CH2:30][N:31]3[CH:35]=[CH:34][N:33]=[CH:32]3)[C@H:18]2[CH3:36])=[O:16])[CH:10]=[C:11]([O:13]C)[CH:12]=1.